This data is from Full USPTO retrosynthesis dataset with 1.9M reactions from patents (1976-2016). The task is: Predict the reactants needed to synthesize the given product. (1) Given the product [CH3:22][S:23][C:24]1[CH:29]=[C:28]([C:2]2[O:6][C:5]([C:7]3[N:11]([CH2:12][C:13]([O:15][CH2:16][CH3:17])=[O:14])[N:10]=[C:9]([C:18]([F:21])([F:20])[F:19])[CH:8]=3)=[CH:4][CH:3]=2)[CH:27]=[CH:26][CH:25]=1, predict the reactants needed to synthesize it. The reactants are: Br[C:2]1[O:6][C:5]([C:7]2[N:11]([CH2:12][C:13]([O:15][CH2:16][CH3:17])=[O:14])[N:10]=[C:9]([C:18]([F:21])([F:20])[F:19])[CH:8]=2)=[CH:4][CH:3]=1.[CH3:22][S:23][C:24]1[CH:25]=[C:26](B(O)O)[CH:27]=[CH:28][CH:29]=1.C(=O)([O-])[O-].[Na+].[Na+]. (2) Given the product [Br:22][C:23]1[CH:28]=[CH:27][CH:26]=[CH:25][C:24]=1[S:29][CH2:9][CH2:10][N:11]1[CH2:16][CH2:15][O:14][CH2:13][CH2:12]1, predict the reactants needed to synthesize it. The reactants are: C(=O)([O-])[O-].[K+].[K+].Cl.Cl[CH2:9][CH2:10][N:11]1[CH2:16][CH2:15][O:14][CH2:13][CH2:12]1.CN(C)C=O.[Br:22][C:23]1[CH:28]=[CH:27][CH:26]=[CH:25][C:24]=1[SH:29].